This data is from Catalyst prediction with 721,799 reactions and 888 catalyst types from USPTO. The task is: Predict which catalyst facilitates the given reaction. (1) Reactant: [C:1]([O:5][C:6]([N:8]1[CH2:17][CH2:16][C:15]2[C:10](=[CH:11][CH:12]=[CH:13][C:14]=2Br)[CH2:9]1)=[O:7])([CH3:4])([CH3:3])[CH3:2].C([Li])CCC.[N:24]1([C:30]#[N:31])[CH2:29][CH2:28][O:27][CH2:26][CH2:25]1.[Cl-].[NH4+].[OH-].[NH4+]. Product: [C:1]([O:5][C:6]([N:8]1[CH2:17][CH2:16][C:15]2[C:10](=[CH:11][CH:12]=[CH:13][C:14]=2[C:30](=[NH:31])[N:24]2[CH2:29][CH2:28][O:27][CH2:26][CH2:25]2)[CH2:9]1)=[O:7])([CH3:4])([CH3:3])[CH3:2]. The catalyst class is: 7. (2) Product: [CH3:1][O:2][C:3]1[CH:21]=[C:20]([CH:22]=[C:23]2[S:27][C:26]([N:31]3[CH2:36][CH2:35][O:34][CH2:33][CH2:32]3)=[N:25][C:24]2=[O:30])[CH:19]=[CH:18][C:4]=1[O:5][C:6]1[CH:13]=[CH:12][C:9]([C:10]#[N:11])=[CH:8][C:7]=1[C:14]([F:16])([F:17])[F:15]. Reactant: [CH3:1][O:2][C:3]1[CH:21]=[C:20]([CH:22]=[C:23]2[S:27][C:26](SC)=[N:25][C:24]2=[O:30])[CH:19]=[CH:18][C:4]=1[O:5][C:6]1[CH:13]=[CH:12][C:9]([C:10]#[N:11])=[CH:8][C:7]=1[C:14]([F:17])([F:16])[F:15].[NH:31]1[CH2:36][CH2:35][O:34][CH2:33][CH2:32]1.[Al]. The catalyst class is: 23. (3) Reactant: [CH3:1][CH:2]([CH3:32])[CH2:3][CH:4]([NH:21][C:22]1[N:27]=[CH:26][C:25]([C:28]([O:30]C)=O)=[CH:24][N:23]=1)[C:5]1[CH:10]=[CH:9][C:8]([C:11]2[CH:16]=[CH:15][C:14]([C:17]([F:20])([F:19])[F:18])=[CH:13][CH:12]=2)=[CH:7][CH:6]=1.[Li+].[OH-].Cl.C(N1C=CN=C1)(N1C=CN=C1)=O.C(N(C(C)C)CC)(C)C.[NH2:57][C:58]1[NH:62][N:61]=[N:60][N:59]=1. Product: [CH3:32][CH:2]([CH3:1])[CH2:3][CH:4]([NH:21][C:22]1[N:27]=[CH:26][C:25]([C:28]([NH:57][C:58]2[NH:62][N:61]=[N:60][N:59]=2)=[O:30])=[CH:24][N:23]=1)[C:5]1[CH:6]=[CH:7][C:8]([C:11]2[CH:12]=[CH:13][C:14]([C:17]([F:18])([F:20])[F:19])=[CH:15][CH:16]=2)=[CH:9][CH:10]=1. The catalyst class is: 7. (4) Reactant: [CH3:1][O:2][C:3]1[CH:4]=[C:5]2[C:10](=[CH:11][C:12]=1[O:13][CH3:14])[N:9]=[CH:8][CH:7]=[C:6]2[O:15][C:16]1[CH:22]=[CH:21][C:19]([NH2:20])=[C:18]([N+:23]([O-:25])=[O:24])[CH:17]=1.C(O)C.[CH3:29][C:30]1[CH:31]=[C:32]([C:36]([N:38]=[C:39]=[S:40])=[O:37])[CH:33]=[CH:34][CH:35]=1. Product: [CH3:1][O:2][C:3]1[CH:4]=[C:5]2[C:10](=[CH:11][C:12]=1[O:13][CH3:14])[N:9]=[CH:8][CH:7]=[C:6]2[O:15][C:16]1[CH:22]=[CH:21][C:19]([NH:20][C:39]([NH:38][C:36](=[O:37])[C:32]2[CH:33]=[CH:34][CH:35]=[C:30]([CH3:29])[CH:31]=2)=[S:40])=[C:18]([N+:23]([O-:25])=[O:24])[CH:17]=1. The catalyst class is: 11. (5) Reactant: [C:1]1([CH3:17])[CH:6]=[CH:5][CH:4]=[CH:3][C:2]=1[O:7][CH2:8][CH2:9][CH2:10][CH2:11][CH2:12][CH2:13][CH2:14][CH2:15][NH2:16].Cl[C:19]1[C:28]2[C:23](=[CH:24][CH:25]=[CH:26][CH:27]=2)[N:22]=[CH:21][CH:20]=1.C(OCCCOCCCCCCCCNC1C2C(=CC=CC=2)N=CC=1)C. Product: [C:1]1([CH3:17])[CH:6]=[CH:5][CH:4]=[CH:3][C:2]=1[O:7][CH2:8][CH2:9][CH2:10][CH2:11][CH2:12][CH2:13][CH2:14][CH2:15][NH:16][C:19]1[C:28]2[C:23](=[CH:24][CH:25]=[CH:26][CH:27]=2)[N:22]=[CH:21][CH:20]=1. The catalyst class is: 37. (6) Product: [F:1][C:2]1[CH:7]=[CH:6][C:5]([C:8]2[S:9][C:10]3[N:11]=[C:12]([NH2:23])[N:13]=[C:14]([N:17]4[CH2:18][CH2:19][N:20]([S:36]([C:30]5[CH:35]=[CH:34][CH:33]=[CH:32][CH:31]=5)(=[O:38])=[O:37])[CH2:21][CH2:22]4)[C:15]=3[N:16]=2)=[CH:4][CH:3]=1. Reactant: [F:1][C:2]1[CH:7]=[CH:6][C:5]([C:8]2[S:9][C:10]3[N:11]=[C:12]([NH2:23])[N:13]=[C:14]([N:17]4[CH2:22][CH2:21][NH:20][CH2:19][CH2:18]4)[C:15]=3[N:16]=2)=[CH:4][CH:3]=1.N1C=CC=CC=1.[C:30]1([S:36](Cl)(=[O:38])=[O:37])[CH:35]=[CH:34][CH:33]=[CH:32][CH:31]=1. The catalyst class is: 3. (7) Reactant: [CH3:1]C(C)([O-])C.[K+].[CH3:7][O:8][P:9]([CH2:13][C:14]([C:16]1([C:19](=O)[CH2:20][CH2:21][CH2:22][CH2:23][CH3:24])[CH2:18][CH2:17]1)=[O:15])([O:11][CH3:12])=[O:10].[NH4+].[Cl-].O. Product: [CH3:7][O:8][P:9]([CH2:13][C:14]([C:16]1([C:19](=[CH2:1])[CH2:20][CH2:21][CH2:22][CH2:23][CH3:24])[CH2:18][CH2:17]1)=[O:15])([O:11][CH3:12])=[O:10]. The catalyst class is: 597. (8) Reactant: [OH:1][C:2]1([CH3:10])[CH2:5][N:4]([S:6]([NH2:9])(=[O:8])=[O:7])[CH2:3]1.C1(P(C2CCCCC2)C2C=CC=CC=2C2C(C(C)C)=CC(C(C)C)=CC=2C(C)C)CCCCC1.C(=O)([O-])[O-].[Cs+].[Cs+].Cl[C:52]1[CH:57]=[C:56]([O:58][CH3:59])[N:55]=[C:54]([S:60][CH2:61][C:62]2[CH:67]=[CH:66][CH:65]=[C:64]([F:68])[C:63]=2[F:69])[N:53]=1.Cl. Product: [F:69][C:63]1[C:64]([F:68])=[CH:65][CH:66]=[CH:67][C:62]=1[CH2:61][S:60][C:54]1[N:53]=[C:52]([NH:9][S:6]([N:4]2[CH2:5][C:2]([OH:1])([CH3:10])[CH2:3]2)(=[O:8])=[O:7])[CH:57]=[C:56]([O:58][CH3:59])[N:55]=1. The catalyst class is: 488. (9) Reactant: [CH3:1][O:2][C:3]([C@@H:5]1[CH2:9][S:8][C:7]([CH:10]([NH:13][C:14]([C:16]2[C:17]3[CH:24]=[N:23][N:22]([C:25]4[CH:30]=[CH:29][C:28]([F:31])=[CH:27][CH:26]=4)[C:18]=3[CH:19]=[N:20][CH:21]=2)=[O:15])[CH2:11][CH3:12])=[N:6]1)=[O:4].C1CCN2C(=NCCC2)CC1.BrC(Cl)(Cl)Cl. Product: [CH3:1][O:2][C:3]([C:5]1[N:6]=[C:7]([CH:10]([NH:13][C:14]([C:16]2[C:17]3[CH:24]=[N:23][N:22]([C:25]4[CH:30]=[CH:29][C:28]([F:31])=[CH:27][CH:26]=4)[C:18]=3[CH:19]=[N:20][CH:21]=2)=[O:15])[CH2:11][CH3:12])[S:8][CH:9]=1)=[O:4]. The catalyst class is: 2.